From a dataset of Full USPTO retrosynthesis dataset with 1.9M reactions from patents (1976-2016). Predict the reactants needed to synthesize the given product. (1) Given the product [CH3:1][C:2]1[CH:3]=[C:4]([NH:8][C:9]2[S:10][CH:11]=[C:12]([C:14]3[CH:19]=[CH:18][N:17]=[CH:16][C:15]=3[CH2:20][CH2:21][CH2:22][OH:23])[N:13]=2)[CH:5]=[CH:6][CH:7]=1, predict the reactants needed to synthesize it. The reactants are: [CH3:1][C:2]1[CH:3]=[C:4]([NH:8][C:9]2[S:10][CH:11]=[C:12]([C:14]3[CH:19]=[CH:18][N:17]=[CH:16][C:15]=3[C:20]#[C:21][CH2:22][OH:23])[N:13]=2)[CH:5]=[CH:6][CH:7]=1. (2) Given the product [CH2:1]([O:3][C:4]([C:6]1[C:7]2[CH2:23][O:22][C:21]3[CH:20]=[C:19]([O:24][CH3:25])[C:18]([CH2:26][CH:27]([CH3:28])[CH3:29])=[CH:17][C:16]=3[C:8]=2[N:9]([C:11]2[S:12][CH:13]=[CH:14][CH:15]=2)[N:10]=1)=[O:5])[CH3:2], predict the reactants needed to synthesize it. The reactants are: [CH2:1]([O:3][C:4]([C:6]1[C:7]2[CH2:23][O:22][C:21]3[CH:20]=[C:19]([O:24][CH3:25])[C:18]([CH:26]=[C:27]([CH3:29])[CH3:28])=[CH:17][C:16]=3[C:8]=2[N:9]([C:11]2[S:12][CH:13]=[CH:14][CH:15]=2)[N:10]=1)=[O:5])[CH3:2]. (3) Given the product [CH3:7][CH:6]1[CH:5]=[CH:12][C:16](=[O:17])/[C:18]/1=[CH:9]/[C:8]1[CH:7]=[CH:6][CH:5]=[CH:12][CH:11]=1, predict the reactants needed to synthesize it. The reactants are: [Li]C.CO[C:5]1[CH:12]=[CH:11][C:8]([CH:9]=O)=[CH:7][CH:6]=1.CCO[C:16]([CH3:18])=[O:17]. (4) Given the product [NH:3]1[C:2]([CH2:6][CH2:7][C:8]([OH:10])=[O:9])=[CH:1][N:5]=[CH:4]1, predict the reactants needed to synthesize it. The reactants are: [CH:1]1[N:5]=[CH:4][NH:3][C:2]=1/[CH:6]=[CH:7]/[C:8]([OH:10])=[O:9].CO. (5) Given the product [N:2]([NH:5][C:6]1[CH:11]=[CH:10][CH:9]=[CH:8][CH:7]=1)=[N+:3]=[N-:4], predict the reactants needed to synthesize it. The reactants are: Cl.[N:2]([NH:5][C:6]1[CH:11]=[CH:10][CH:9]=[CH:8][CH:7]=1)=[N+:3]=[N-:4].B.N1C=CC=CC=1C. (6) Given the product [Cl:26][C:19]1[CH:20]=[CH:21][C:22]([O:24][CH3:25])=[CH:23][C:18]=1[O:17][C:3]1[C:4]([NH:8][S:9](=[O:16])(=[O:15])[NH:10][CH2:11][CH2:12][O:13][CH3:14])=[N:5][CH:6]=[N:7][C:2]=1[O:30][CH2:29][CH2:28][OH:31], predict the reactants needed to synthesize it. The reactants are: Cl[C:2]1[N:7]=[CH:6][N:5]=[C:4]([NH:8][S:9](=[O:16])(=[O:15])[NH:10][CH2:11][CH2:12][O:13][CH3:14])[C:3]=1[O:17][C:18]1[CH:23]=[C:22]([O:24][CH3:25])[CH:21]=[CH:20][C:19]=1[Cl:26].[K].[CH2:28]([OH:31])[CH2:29][OH:30]. (7) Given the product [C:14]([C:4]1[C:3]([O:18][CH3:19])=[C:2]([N:20]2[CH2:25][CH2:24][O:23][CH2:22][CH2:21]2)[CH:7]=[C:6]([C:8]([O:12][CH3:13])([O:10][CH3:11])[CH3:9])[CH:5]=1)([CH3:17])([CH3:16])[CH3:15], predict the reactants needed to synthesize it. The reactants are: Br[C:2]1[CH:7]=[C:6]([C:8]([O:12][CH3:13])([O:10][CH3:11])[CH3:9])[CH:5]=[C:4]([C:14]([CH3:17])([CH3:16])[CH3:15])[C:3]=1[O:18][CH3:19].[NH:20]1[CH2:25][CH2:24][O:23][CH2:22][CH2:21]1.CC(C)([O-])C.[Na+]. (8) Given the product [Br:1][C:2]1[C:10]2[N:9]=[C:8]([Cl:20])[N:7]([CH3:12])[C:6]=2[C:5]([CH:13]([CH2:16][CH3:17])[CH2:14][CH3:15])=[CH:4][CH:3]=1, predict the reactants needed to synthesize it. The reactants are: [Br:1][C:2]1[C:10]2[NH:9][C:8](=O)[N:7]([CH3:12])[C:6]=2[C:5]([CH:13]([CH2:16][CH3:17])[CH2:14][CH3:15])=[CH:4][CH:3]=1.P(Cl)(Cl)([Cl:20])=O.